From a dataset of Full USPTO retrosynthesis dataset with 1.9M reactions from patents (1976-2016). Predict the reactants needed to synthesize the given product. (1) Given the product [Si:5]([O:6][C@@H:7]([CH3:36])[C@@H:8]([NH:23][C:24]1[CH:29]=[CH:28][C:27]([C:30]#[N:31])=[C:26]([C:32]([F:33])([F:35])[F:34])[CH:25]=1)[C:9]1[O:10][C:13]([C:14]2[CH:15]=[CH:16][C:17]([C:20]#[N:21])=[CH:18][CH:19]=2)=[N:12][N:11]=1)([C:1]([CH3:4])([CH3:3])[CH3:2])([CH3:38])[CH3:37], predict the reactants needed to synthesize it. The reactants are: [C:1]([Si:5]([CH3:38])([CH3:37])[O:6][C@@H:7]([CH3:36])[C@@H:8]([NH:23][C:24]1[CH:29]=[CH:28][C:27]([C:30]#[N:31])=[C:26]([C:32]([F:35])([F:34])[F:33])[CH:25]=1)[C:9]([NH:11][NH:12][C:13](=O)[C:14]1[CH:19]=[CH:18][C:17]([C:20]#[N:21])=[CH:16][CH:15]=1)=[O:10])([CH3:4])([CH3:3])[CH3:2].C1C=CC(P(C2C=CC=CC=2)C2C=CC=CC=2)=CC=1.II.CCN(CC)CC. (2) The reactants are: Br[C:2]1[CH:11]=[CH:10][C:9]2[C:4](=[C:5]([Br:12])[CH:6]=[CH:7][CH:8]=2)[N:3]=1.CCO.C([O-])([O-])=O.[Na+].[Na+].[C:22]1(B(O)O)[CH:27]=[CH:26][CH:25]=[CH:24][CH:23]=1. Given the product [Br:12][C:5]1[CH:6]=[CH:7][CH:8]=[C:9]2[C:4]=1[N:3]=[C:2]([C:22]1[CH:27]=[CH:26][CH:25]=[CH:24][CH:23]=1)[CH:11]=[CH:10]2, predict the reactants needed to synthesize it. (3) Given the product [C:2]([C:4]1[CH:13]=[C:12]2[C:7]([CH2:8][CH2:9][C:10](=[O:14])[NH:11]2)=[CH:6][CH:5]=1)(=[O:1])[CH3:3], predict the reactants needed to synthesize it. The reactants are: [OH:1][CH:2]([C:4]1[CH:13]=[C:12]2[C:7]([CH2:8][CH2:9][C:10](=[O:14])[NH:11]2)=[CH:6][CH:5]=1)[CH3:3]. (4) Given the product [Br:1][C:2]1[CH:3]=[C:4]([C:8]2[NH:40][C:37]3[C:38]([C:9]=2[CH2:10][CH2:11][CH2:12][N:13]2[CH2:18][CH2:17][CH:16]([C:19]4[CH:20]=[C:21]([NH:25][C:26](=[O:30])[CH:27]([CH3:29])[CH3:28])[CH:22]=[CH:23][CH:24]=4)[CH2:15][CH2:14]2)=[CH:39][C:34]([CH3:33])=[CH:35][CH:36]=3)[CH:5]=[CH:6][CH:7]=1, predict the reactants needed to synthesize it. The reactants are: [Br:1][C:2]1[CH:3]=[C:4]([C:8](=O)[CH2:9][CH2:10][CH2:11][CH2:12][N:13]2[CH2:18][CH2:17][CH:16]([C:19]3[CH:20]=[C:21]([NH:25][C:26](=[O:30])[CH:27]([CH3:29])[CH3:28])[CH:22]=[CH:23][CH:24]=3)[CH2:15][CH2:14]2)[CH:5]=[CH:6][CH:7]=1.Cl.[CH3:33][C:34]1[CH:39]=[CH:38][C:37]([NH:40]N)=[CH:36][CH:35]=1. (5) The reactants are: [Br:1][C:2]1[CH:3]=[N:4][N:5]2[CH:10]=[CH:9][C:8](Cl)=[N:7][C:6]=12.[CH2:12]([C@H:14]1[CH2:18][O:17][C:16](=[O:19])[NH:15]1)[CH3:13].[H-].[Na+].[NH4+].[Cl-]. Given the product [Br:1][C:2]1[CH:3]=[N:4][N:5]2[CH:10]=[CH:9][C:8]([N:15]3[C@@H:14]([CH2:12][CH3:13])[CH2:18][O:17][C:16]3=[O:19])=[N:7][C:6]=12, predict the reactants needed to synthesize it. (6) Given the product [O:49]=[C:43]1[CH:42]([N:36]2[C:35](=[O:50])[C:34]3[C:38](=[CH:39][CH:40]=[C:32]([CH2:31][NH:30][C:10]([C:7]4[CH:6]=[CH:5][C:4]([O:3][CH2:1][CH3:2])=[CH:9][N:8]=4)=[O:12])[CH:33]=3)[C:37]2=[O:41])[CH2:47][CH2:46][C:45](=[O:48])[NH:44]1, predict the reactants needed to synthesize it. The reactants are: [CH2:1]([O:3][C:4]1[CH:5]=[CH:6][C:7]([C:10]([OH:12])=O)=[N:8][CH:9]=1)[CH3:2].C1N=CN(C(N2C=NC=C2)=O)C=1.CS(O)(=O)=O.[NH2:30][CH2:31][C:32]1[CH:33]=[C:34]2[C:38](=[CH:39][CH:40]=1)[C:37](=[O:41])[N:36]([CH:42]1[CH2:47][CH2:46][C:45](=[O:48])[NH:44][C:43]1=[O:49])[C:35]2=[O:50].O. (7) Given the product [OH:34][C:28]1([CH3:27])[CH2:33][CH2:32][N:31]([C@H:2]([C:14]2[CH:19]=[CH:18][CH:17]=[CH:16][CH:15]=2)[C:3]([O:5][C@H:6]([C:8]2[CH:13]=[CH:12][CH:11]=[CH:10][CH:9]=2)[CH3:7])=[O:4])[CH2:30][CH2:29]1, predict the reactants needed to synthesize it. The reactants are: Br[CH:2]([C:14]1[CH:19]=[CH:18][CH:17]=[CH:16][CH:15]=1)[C:3]([O:5][C@H:6]([C:8]1[CH:13]=[CH:12][CH:11]=[CH:10][CH:9]=1)[CH3:7])=[O:4].C(N(CC)CC)C.[CH3:27][C:28]1([OH:34])[CH2:33][CH2:32][NH:31][CH2:30][CH2:29]1. (8) Given the product [CH3:18][C:16]1([CH3:19])[O:17][CH:10]2[CH2:9][N:8]([CH2:1][CH:2]([OH:23])[CH3:3])[CH2:13][CH:12]([CH3:14])[CH:11]2[O:15]1, predict the reactants needed to synthesize it. The reactants are: [CH2:1]([N:8]1[CH2:13][CH:12]([CH3:14])[CH:11]2[O:15][C:16]([CH3:19])([CH3:18])[O:17][CH:10]2[CH2:9]1)[C:2]1C=CC=C[CH:3]=1.C1[O:23][C@@H]1C.C(N(CC)CC)C. (9) Given the product [F:23][C:4]1[CH:3]=[C:2]([NH:1][CH3:24])[CH:7]=[CH:6][C:5]=1[CH2:8][N:9]1[CH2:14][CH2:13][N:12]([C:15]([O:17][C:18]([CH3:19])([CH3:21])[CH3:20])=[O:16])[C@@H:11]([CH3:22])[CH2:10]1, predict the reactants needed to synthesize it. The reactants are: [NH2:1][C:2]1[CH:7]=[CH:6][C:5]([CH2:8][N:9]2[CH2:14][CH2:13][N:12]([C:15]([O:17][C:18]([CH3:21])([CH3:20])[CH3:19])=[O:16])[C@@H:11]([CH3:22])[CH2:10]2)=[C:4]([F:23])[CH:3]=1.[CH3:24][C@H]1CN(CC2C=CC(NC)=CC=2)CCN1C(OC(C)(C)C)=O.[BH4-].[Na+].